Dataset: Full USPTO retrosynthesis dataset with 1.9M reactions from patents (1976-2016). Task: Predict the reactants needed to synthesize the given product. (1) Given the product [NH2:14][C:10]1[CH:9]=[C:8]2[C:13](=[CH:12][CH:11]=1)[N:5]([CH2:4][C:3]1[CH:22]=[CH:23][CH:24]=[CH:25][C:2]=1[F:1])[C:6]([C:17]([O:19][CH2:20][CH3:21])=[O:18])=[CH:7]2, predict the reactants needed to synthesize it. The reactants are: [F:1][C:2]1[CH:25]=[CH:24][CH:23]=[CH:22][C:3]=1[CH2:4][N:5]1[C:13]2[C:8](=[CH:9][C:10]([N+:14]([O-])=O)=[CH:11][CH:12]=2)[CH:7]=[C:6]1[C:17]([O:19][CH2:20][CH3:21])=[O:18].C([O-])=O.[NH4+]. (2) Given the product [CH2:1]([O:5][CH2:6][CH2:7][CH2:8][CH2:9][CH2:10][CH2:11][CH2:12][CH2:13][CH2:14][CH2:15][CH2:16][CH2:17][CH2:18][CH2:19][CH2:20][CH2:21][CH2:22][CH3:23])[CH:2]1[O:4][CH2:3]1.[CH2:24]([O:28][CH2:29][CH2:30][CH2:31][CH2:32][CH2:33][CH2:34][CH2:35][CH3:36])[CH:25]1[O:27][CH2:26]1, predict the reactants needed to synthesize it. The reactants are: [CH2:1]([O:5][CH2:6][CH2:7][CH2:8][CH2:9][CH2:10][CH2:11][CH2:12][CH2:13][CH2:14][CH2:15][CH2:16][CH2:17][CH2:18][CH2:19][CH2:20][CH2:21][CH2:22][CH3:23])[CH:2]1[O:4][CH2:3]1.[CH2:24]([O:28][CH2:29][CH2:30][CH2:31][CH2:32][CH2:33][CH2:34][CH2:35][CH3:36])[CH:25]1[O:27][CH2:26]1.C1(C)C=CC=CC=1.Cl. (3) Given the product [Br:1][C:2]1[CH:7]=[C:6]([CH3:8])[C:5]([N:9]2[C:13]3=[N:14][C:15]([CH3:27])=[CH:16][C:17]([N:18]4[CH2:23][CH2:22][CH:21]([CH2:24][CH2:25][S:31]([OH:33])(=[O:32])=[O:30])[CH2:20][CH2:19]4)=[C:12]3[C:11]([CH3:28])=[CH:10]2)=[C:4]([CH3:29])[CH:3]=1, predict the reactants needed to synthesize it. The reactants are: [Br:1][C:2]1[CH:7]=[C:6]([CH3:8])[C:5]([N:9]2[C:13]3=[N:14][C:15]([CH3:27])=[CH:16][C:17]([N:18]4[CH2:23][CH2:22][CH:21]([CH2:24][CH2:25]I)[CH2:20][CH2:19]4)=[C:12]3[C:11]([CH3:28])=[CH:10]2)=[C:4]([CH3:29])[CH:3]=1.[O-:30][S:31]([O-:33])=[O:32].[Na+].[Na+].C(O)C.O1CCCC1. (4) The reactants are: C(OC([N:8]1[CH2:13][CH2:12][CH:11]([O:14][C:15]2[CH:16]=[N:17][CH:18]=[CH:19][CH:20]=2)[CH2:10][CH2:9]1)=O)(C)(C)C.FC(F)(F)C(O)=O. Given the product [NH:8]1[CH2:13][CH2:12][CH:11]([O:14][C:15]2[CH:16]=[N:17][CH:18]=[CH:19][CH:20]=2)[CH2:10][CH2:9]1, predict the reactants needed to synthesize it. (5) Given the product [O:19]1[CH2:20][CH2:21][CH2:22][CH:18]1[C:15]1[S:14][C:13]([N:12]([CH2:23][O:24][CH2:25][CH2:26][Si:27]([CH3:30])([CH3:29])[CH3:28])[C:8]2[N:9]=[C:10]3[C:5](=[CH:6][CH:7]=2)[N:4]=[CH:3][C:2]([C:85]2[CH:86]=[N:87][N:88]([CH:90]4[CH2:91][CH2:92][N:93]([C:96]([O:98][C:99]([CH3:102])([CH3:101])[CH3:100])=[O:97])[CH2:94][CH2:95]4)[CH:89]=2)=[CH:11]3)=[N:17][N:16]=1, predict the reactants needed to synthesize it. The reactants are: Br[C:2]1[CH:11]=[C:10]2[C:5]([CH:6]=[CH:7][C:8]([N:12]([CH2:23][O:24][CH2:25][CH2:26][Si:27]([CH3:30])([CH3:29])[CH3:28])[C:13]3[S:14][C:15]([CH:18]4[CH2:22][CH2:21][CH2:20][O:19]4)=[N:16][N:17]=3)=[N:9]2)=[N:4][CH:3]=1.BrC1C=C2C(C=CC(/N=C3\SC(C4CCCO4)=NN\3COCC[Si](C)(C)C)=N2)=NC=1.B1(B2OC(C)(C)C(C)(C)O2)OC(C)(C)C(C)(C)O1.C([O-])(=O)C.[K+].I[C:85]1[CH:86]=[N:87][N:88]([CH:90]2[CH2:95][CH2:94][N:93]([C:96]([O:98][C:99]([CH3:102])([CH3:101])[CH3:100])=[O:97])[CH2:92][CH2:91]2)[CH:89]=1.C(=O)([O-])[O-].[Na+].[Na+]. (6) Given the product [CH3:31][O:32][N:33]([CH3:34])[C:15]([C@@H:12]1[CH2:11][CH2:10][C@H:9]([NH:8][C:6](=[O:7])[O:5][C:1]([CH3:2])([CH3:3])[CH3:4])[CH2:14][CH2:13]1)=[O:17], predict the reactants needed to synthesize it. The reactants are: [C:1]([O:5][C:6]([NH:8][C@@H:9]1[CH2:14][CH2:13][C@H:12]([C:15]([OH:17])=O)[CH2:11][CH2:10]1)=[O:7])([CH3:4])([CH3:3])[CH3:2].C1N=CN(C(N2C=NC=C2)=O)C=1.Cl.[CH3:31][O:32][NH:33][CH3:34].O. (7) Given the product [CH3:18][N:19]([CH3:29])[C:20]1[CH:25]=[CH:24][C:23]([C:2]2[C:10]3[N:9]4[CH2:11][CH2:12][NH:13][C:14](=[O:15])[C:8]4=[C:7]([CH3:16])[C:6]=3[CH:5]=[C:4]([F:17])[CH:3]=2)=[CH:22][CH:21]=1, predict the reactants needed to synthesize it. The reactants are: Br[C:2]1[C:10]2[N:9]3[CH2:11][CH2:12][NH:13][C:14](=[O:15])[C:8]3=[C:7]([CH3:16])[C:6]=2[CH:5]=[C:4]([F:17])[CH:3]=1.[CH3:18][N:19]([CH3:29])[C:20]1[CH:25]=[CH:24][C:23](B(O)O)=[CH:22][CH:21]=1.